From a dataset of Forward reaction prediction with 1.9M reactions from USPTO patents (1976-2016). Predict the product of the given reaction. (1) Given the reactants [C:1]([O:5][C:6](=[O:19])[NH:7][CH2:8][C@@H:9]1[CH2:11][C@H:10]1[C:12]1[CH:17]=[CH:16][CH:15]=[CH:14][C:13]=1Br)([CH3:4])([CH3:3])[CH3:2].[F:20][C:21]1[CH:26]=[CH:25][C:24](B(O)O)=[CH:23][CH:22]=1.C([O-])([O-])=O.[K+].[K+], predict the reaction product. The product is: [C:1]([O:5][C:6](=[O:19])[NH:7][CH2:8][C@@H:9]1[CH2:11][C@H:10]1[C:12]1[CH:17]=[CH:16][CH:15]=[CH:14][C:13]=1[C:24]1[CH:25]=[CH:26][C:21]([F:20])=[CH:22][CH:23]=1)([CH3:4])([CH3:3])[CH3:2]. (2) The product is: [F:41][C:2]([F:1])([F:40])[C:3]1[CH:4]=[C:5]([CH:33]=[C:34]([C:36]([F:37])([F:39])[F:38])[CH:35]=1)[CH2:6][N:7]([CH2:21][C:22]1[CH:27]=[C:26]([C:28]([F:31])([F:30])[F:29])[CH:25]=[CH:24][C:23]=1[O:32][S:50]([C:49]([F:62])([F:61])[F:48])(=[O:52])=[O:51])[C:8]1[N:13]=[CH:12][C:11]([O:14][CH2:15][CH2:16][S:17]([CH3:20])(=[O:19])=[O:18])=[CH:10][N:9]=1. Given the reactants [F:1][C:2]([F:41])([F:40])[C:3]1[CH:4]=[C:5]([CH:33]=[C:34]([C:36]([F:39])([F:38])[F:37])[CH:35]=1)[CH2:6][N:7]([CH2:21][C:22]1[CH:27]=[C:26]([C:28]([F:31])([F:30])[F:29])[CH:25]=[CH:24][C:23]=1[OH:32])[C:8]1[N:13]=[CH:12][C:11]([O:14][CH2:15][CH2:16][S:17]([CH3:20])(=[O:19])=[O:18])=[CH:10][N:9]=1.N1C=CC=CC=1.[F:48][C:49]([F:62])([F:61])[S:50](O[S:50]([C:49]([F:62])([F:61])[F:48])(=[O:52])=[O:51])(=[O:52])=[O:51].C(=O)(O)[O-].[Na+], predict the reaction product. (3) Given the reactants [CH3:1][C:2]1[S:3][C:4]2[CH:10]=[CH:9][C:8]([O:11][CH2:12][C@H:13]([OH:24])[CH2:14][N:15]3[CH2:20][CH2:19][N:18]([CH:21]([CH3:23])C)[CH2:17][CH2:16]3)=[CH:7][C:5]=2[N:6]=1.ClCC1[O:28][C:29]2[CH:35]=[CH:34][C:33]([C:36]3[CH:41]=[CH:40][CH:39]=[CH:38][CH:37]=3)=[CH:32][C:30]=2[N:31]=1, predict the reaction product. The product is: [CH3:1][C:2]1[S:3][C:4]2[CH:10]=[CH:9][C:8]([O:11][CH2:12][C@H:13]([OH:24])[CH2:14][N:15]3[CH2:16][CH2:17][N:18]([CH2:21][C:23]4[O:28][C:29]5[CH:35]=[CH:34][C:33]([C:36]6[CH:41]=[CH:40][CH:39]=[CH:38][CH:37]=6)=[CH:32][C:30]=5[N:31]=4)[CH2:19][CH2:20]3)=[CH:7][C:5]=2[N:6]=1. (4) Given the reactants Br[C:2]1[CH:3]=[C:4]([N:8]2[CH2:16][CH:15]3[CH2:17][N:11]4[CH2:12][CH:13]([CH2:18][CH:9]2[CH2:10]4)[CH2:14]3)[CH:5]=[N:6][CH:7]=1.[CH3:19][O:20][C:21]1[CH:26]=[CH:25][CH:24]=[C:23]([O:27][CH3:28])[C:22]=1B(O)O, predict the reaction product. The product is: [CH3:19][O:20][C:21]1[CH:26]=[CH:25][CH:24]=[C:23]([O:27][CH3:28])[C:22]=1[C:2]1[CH:3]=[C:4]([N:8]2[CH2:16][CH:15]3[CH2:17][N:11]4[CH2:12][CH:13]([CH2:18][CH:9]2[CH2:10]4)[CH2:14]3)[CH:5]=[N:6][CH:7]=1. (5) Given the reactants O[CH2:2][CH2:3][C:4](=[CH2:8])[C:5]([NH2:7])=[O:6].C([C:12](=[CH2:16])[C:13]([NH2:15])=[O:14])(C)C, predict the reaction product. The product is: [CH2:8]=[CH:4][C:5]([NH:7][CH2:12][CH2:13][OH:14])=[O:6].[CH3:2][CH:3]([NH:15][C:13]([CH:12]=[CH2:16])=[O:14])[CH3:4]. (6) Given the reactants [S:1]1[CH:5]=[CH:4][CH:3]=[CH:2]1.[Li]CCCC.[CH2:11](Br)[CH2:12][CH2:13][CH2:14][CH2:15][CH3:16].O, predict the reaction product. The product is: [CH2:11]([C:2]1[S:1][CH:5]=[CH:4][CH:3]=1)[CH2:12][CH2:13][CH2:14][CH2:15][CH3:16].